This data is from Reaction yield outcomes from USPTO patents with 853,638 reactions. The task is: Predict the reaction yield, written as a fraction of the theoretical maximum amount of product (1.0 means a 100% yield; for example, 0.34 means a 34% yield). (1) The reactants are [H-].[Na+].[OH:3][C:4]1[CH:9]=[CH:8][C:7]([CH2:10][CH2:11][CH2:12][CH2:13][N:14]2[C:18](=[O:19])[C:17]3=[CH:20][CH:21]=[CH:22][CH:23]=[C:16]3[C:15]2=[O:24])=[CH:6][CH:5]=1.[CH3:25][N:26]([CH3:30])[C:27](Cl)=[S:28].CO. The catalyst is CN(C=O)C. The product is [CH3:25][N:26]([CH3:30])[C:27]([O:3][C:4]1[CH:5]=[CH:6][C:7]([CH2:10][CH2:11][CH2:12][CH2:13][N:14]2[C:18](=[O:19])[C:17]3=[CH:20][CH:21]=[CH:22][CH:23]=[C:16]3[C:15]2=[O:24])=[CH:8][CH:9]=1)=[S:28]. The yield is 0.590. (2) The reactants are [N+:1]([C:4]1[CH:5]=[C:6]2[C:10](=[CH:11][CH:12]=1)[NH:9][C:8]([C:13]1[CH:18]=[CH:17][CH:16]=[CH:15][N:14]=1)=[CH:7]2)([O-])=O.Cl[Sn]Cl.O. The catalyst is CCO. The product is [N:14]1[CH:15]=[CH:16][CH:17]=[CH:18][C:13]=1[C:8]1[NH:9][C:10]2[C:6]([CH:7]=1)=[CH:5][C:4]([NH2:1])=[CH:12][CH:11]=2. The yield is 0.200. (3) The reactants are [N+:1]([C:4]1[CH:5]=[CH:6][C:7]2[C:11]3[CH:12]=[CH:13][CH:14]=[CH:15][C:10]=3[O:9][C:8]=2[CH:16]=1)([O-])=O. The catalyst is C(OCC)(=O)C.[Pd]. The product is [NH2:1][C:4]1[CH:5]=[CH:6][C:7]2[C:11]3[CH:12]=[CH:13][CH:14]=[CH:15][C:10]=3[O:9][C:8]=2[CH:16]=1. The yield is 0.560. (4) The reactants are [N:1]1([C:7]2[N:12]=[C:11]([N:13]3[CH:18]4[CH2:19][CH2:20][CH:14]3[CH2:15][O:16][CH2:17]4)[N:10]=[C:9]([C:21]3[CH:27]=[CH:26][C:24]([NH2:25])=[CH:23][CH:22]=3)[N:8]=2)[CH2:6][CH2:5][O:4][CH2:3][CH2:2]1.ClC(Cl)(O[C:32](=[O:38])OC(Cl)(Cl)Cl)Cl.[CH3:40][N:41]1[CH2:46][CH2:45][N:44]([C:47]2[CH:53]=[CH:52][C:50]([NH2:51])=[CH:49][CH:48]=2)[CH2:43][CH2:42]1. No catalyst specified. The product is [CH3:40][N:41]1[CH2:42][CH2:43][N:44]([C:47]2[CH:53]=[CH:52][C:50]([NH:51][C:32]([NH:25][C:24]3[CH:26]=[CH:27][C:21]([C:9]4[N:8]=[C:7]([N:1]5[CH2:2][CH2:3][O:4][CH2:5][CH2:6]5)[N:12]=[C:11]([N:13]5[CH:14]6[CH2:20][CH2:19][CH:18]5[CH2:17][O:16][CH2:15]6)[N:10]=4)=[CH:22][CH:23]=3)=[O:38])=[CH:49][CH:48]=2)[CH2:45][CH2:46]1. The yield is 0.0700. (5) The reactants are [CH3:1][N:2]([CH3:55])[C:3](=[O:54])[C:4]([N:6]1[CH2:11][CH2:10][N:9]([CH2:12][CH2:13][NH:14][C@:15]23[CH2:50][CH2:49][C@@H:48]([C:51]([CH3:53])=[CH2:52])[C@@H:16]2[C@@H:17]2[C@@:30]([CH3:33])([CH2:31][CH2:32]3)[C@@:29]3([CH3:34])[C@@H:20]([C@:21]4([CH3:47])[C@@H:26]([CH2:27][CH2:28]3)[C:25]([CH3:36])([CH3:35])[C:24]([C:37]3[CH:46]=[CH:45][C:40]([C:41]([O:43]C)=[O:42])=[CH:39][CH:38]=3)=[CH:23][CH2:22]4)[CH2:19][CH2:18]2)[CH2:8][CH2:7]1)=[O:5].[OH-].[Na+]. The catalyst is O1CCOCC1. The product is [CH3:55][N:2]([CH3:1])[C:3](=[O:54])[C:4]([N:6]1[CH2:11][CH2:10][N:9]([CH2:12][CH2:13][NH:14][C@:15]23[CH2:50][CH2:49][C@@H:48]([C:51]([CH3:53])=[CH2:52])[C@@H:16]2[C@@H:17]2[C@@:30]([CH3:33])([CH2:31][CH2:32]3)[C@@:29]3([CH3:34])[C@@H:20]([C@:21]4([CH3:47])[C@@H:26]([CH2:27][CH2:28]3)[C:25]([CH3:36])([CH3:35])[C:24]([C:37]3[CH:38]=[CH:39][C:40]([C:41]([OH:43])=[O:42])=[CH:45][CH:46]=3)=[CH:23][CH2:22]4)[CH2:19][CH2:18]2)[CH2:8][CH2:7]1)=[O:5]. The yield is 0.410.